Dataset: Peptide-MHC class I binding affinity with 185,985 pairs from IEDB/IMGT. Task: Regression. Given a peptide amino acid sequence and an MHC pseudo amino acid sequence, predict their binding affinity value. This is MHC class I binding data. (1) The peptide sequence is DSLLITNTK. The MHC is HLA-A33:01 with pseudo-sequence HLA-A33:01. The binding affinity (normalized) is 0.848. (2) The peptide sequence is IIGHIGHHYI. The MHC is HLA-A02:06 with pseudo-sequence HLA-A02:06. The binding affinity (normalized) is 0.334. (3) The peptide sequence is ATAAATEAY. The MHC is HLA-A23:01 with pseudo-sequence HLA-A23:01. The binding affinity (normalized) is 0.0847. (4) The peptide sequence is RMRGAHTNDV. The MHC is HLA-A03:01 with pseudo-sequence HLA-A03:01. The binding affinity (normalized) is 0.329. (5) The peptide sequence is MVRVLTVIKEY. The MHC is HLA-C06:02 with pseudo-sequence HLA-C06:02. The binding affinity (normalized) is 0.0847.